From a dataset of Kir2.1 potassium channel HTS with 301,493 compounds. Binary Classification. Given a drug SMILES string, predict its activity (active/inactive) in a high-throughput screening assay against a specified biological target. (1) The compound is Clc1ccc(c2[nH]n3c(nc(c(c3=O)CC)C)c2)cc1. The result is 0 (inactive). (2) The compound is S(c1nc(N(CC)CC)nc(n1)NC#N)CC(OCC)=O. The result is 0 (inactive). (3) The molecule is S(=O)(=O)(N1CCN(C1)C(=O)c1ccccc1)C. The result is 0 (inactive). (4) The drug is s\1c=2n(C(C(=C(N2)C)C(OCC)=O)c2ccc(N(C)C)cc2)c(=O)c1=C(/C)C. The result is 0 (inactive).